This data is from Forward reaction prediction with 1.9M reactions from USPTO patents (1976-2016). The task is: Predict the product of the given reaction. (1) Given the reactants C(=O)([O-])[O-].[Cs+].[Cs+].O1CCCC1.I[C:13]1[S:17][CH:16]=[N:15][C:14]=1[NH:18][C:19](=[O:25])[O:20][C:21]([CH3:24])([CH3:23])[CH3:22].[C:26]([C:28]1[CH:33]=[CH:32][C:31]([F:34])=[CH:30][CH:29]=1)#[CH:27], predict the reaction product. The product is: [F:34][C:31]1[CH:32]=[CH:33][C:28]([C:26]#[C:27][C:13]2[S:17][CH:16]=[N:15][C:14]=2[NH:18][C:19](=[O:25])[O:20][C:21]([CH3:24])([CH3:23])[CH3:22])=[CH:29][CH:30]=1. (2) Given the reactants [Br:1][C:2]1[CH:10]=[C:9]([Cl:11])[CH:8]=[CH:7][C:3]=1[CH2:4][CH2:5][NH2:6].C(=O)([O-])O.[Na+].Br[CH2:18][C:19]([C:21]1[CH:26]=[CH:25][CH:24]=[CH:23][C:22]=1[NH:27][C:28](=[O:30])[CH3:29])=[O:20], predict the reaction product. The product is: [Br:1][C:2]1[CH:10]=[C:9]([Cl:11])[CH:8]=[CH:7][C:3]=1[CH2:4][CH2:5][NH:6][CH2:18][C:19]([C:21]1[CH:26]=[CH:25][CH:24]=[CH:23][C:22]=1[NH:27][C:28](=[O:30])[CH3:29])=[O:20]. (3) Given the reactants [NH2:1][C:2]1[CH:10]=[CH:9][C:5]([C:6]([OH:8])=O)=[C:4]([Cl:11])[N:3]=1.C(N(CC)CC)C.CN(C(ON1N=NC2C=CC=CC1=2)=[N+](C)C)C.F[P-](F)(F)(F)(F)F.Cl.[C:44]([O:48][C:49](=[O:61])[C@H:50]([CH2:52][CH2:53][C:54]([O:56][C:57]([CH3:60])([CH3:59])[CH3:58])=[O:55])[NH2:51])([CH3:47])([CH3:46])[CH3:45], predict the reaction product. The product is: [C:44]([O:48][C:49](=[O:61])[C@H:50]([CH2:52][CH2:53][C:54]([O:56][C:57]([CH3:60])([CH3:59])[CH3:58])=[O:55])[NH:51][C:6](=[O:8])[C:5]1[CH:9]=[CH:10][C:2]([NH2:1])=[N:3][C:4]=1[Cl:11])([CH3:46])([CH3:47])[CH3:45]. (4) Given the reactants [NH2:1][CH2:2][C@@H:3]([OH:14])[CH2:4][O:5][C:6]1[CH:13]=[CH:12][C:9]([C:10]#[N:11])=[CH:8][CH:7]=1.[CH2:15]([O:22][C:23](ON1C(=O)CCC1=O)=[O:24])[C:16]1[CH:21]=[CH:20][CH:19]=[CH:18][CH:17]=1, predict the reaction product. The product is: [C:10]([C:9]1[CH:12]=[CH:13][C:6]([O:5][CH2:4][C@H:3]([OH:14])[CH2:2][NH:1][C:23](=[O:24])[O:22][CH2:15][C:16]2[CH:21]=[CH:20][CH:19]=[CH:18][CH:17]=2)=[CH:7][CH:8]=1)#[N:11]. (5) Given the reactants [F:1][C:2]([F:30])([F:29])[S:3]([NH:6][CH2:7][C:8]1[S:9][C:10]([C:13]2[CH:18]=[CH:17][C:16]([NH:19][S:20]([C:23]3[CH:28]=[CH:27][CH:26]=[CH:25][CH:24]=3)(=[O:22])=[O:21])=[CH:15][CH:14]=2)=[CH:11][N:12]=1)(=[O:5])=[O:4].NC1C=CC(C2SC(CNS([C:48]([F:51])([F:50])[F:49])(=O)=O)=NC=2)=CC=1.FC(F)(F)C1C=CC(S(Cl)(=O)=O)=CC=1, predict the reaction product. The product is: [F:49][C:48]([F:51])([F:50])[C:26]1[CH:27]=[CH:28][C:23]([S:20]([NH:19][C:16]2[CH:17]=[CH:18][C:13]([C:10]3[S:9][C:8]([CH2:7][NH:6][S:3]([C:2]([F:29])([F:1])[F:30])(=[O:4])=[O:5])=[N:12][CH:11]=3)=[CH:14][CH:15]=2)(=[O:21])=[O:22])=[CH:24][CH:25]=1. (6) Given the reactants [N:1]([CH2:4][C@H:5]1[O:9][C@@H:8]([N:10]2[CH:18]=[N:17][C:16]3[C:11]2=[N:12][C:13]([O:20][CH:21]2[CH2:25][CH2:24][CH2:23][CH2:22]2)=[N:14][C:15]=3[NH2:19])[C@H:7]([OH:26])[C@@H:6]1[OH:27])=[N+]=[N-], predict the reaction product. The product is: [NH2:1][CH2:4][C@H:5]1[O:9][C@@H:8]([N:10]2[CH:18]=[N:17][C:16]3[C:11]2=[N:12][C:13]([O:20][CH:21]2[CH2:25][CH2:24][CH2:23][CH2:22]2)=[N:14][C:15]=3[NH2:19])[C@H:7]([OH:26])[C@@H:6]1[OH:27]. (7) Given the reactants C(OC([N:8]1[CH2:13][CH2:12][C:11]2[N:14](CC3C=CC(OC)=CC=3)[N:15]=[C:16]([CH2:17][CH2:18][CH2:19][CH3:20])[C:10]=2[CH2:9]1)=O)(C)(C)C, predict the reaction product. The product is: [CH2:17]([C:16]1[C:10]2[CH2:9][NH:8][CH2:13][CH2:12][C:11]=2[NH:14][N:15]=1)[CH2:18][CH2:19][CH3:20]. (8) Given the reactants [Cl:1][C:2]1[CH:3]=[C:4]([CH:36]=[CH:37][C:38]=1[F:39])[CH2:5][N:6]1[CH:20]=[C:19]([N:21](C(OC(C)(C)C)=O)[S:22]([CH3:25])(=[O:24])=[O:23])[C:18]2[N:11]3[CH2:12][CH2:13][N:14]([CH3:17])[C:15](=[O:16])[C:10]3=[C:9]([O:33][CH3:34])[C:8]=2[C:7]1=[O:35].FC(F)(F)C(O)=O, predict the reaction product. The product is: [Cl:1][C:2]1[CH:3]=[C:4]([CH:36]=[CH:37][C:38]=1[F:39])[CH2:5][N:6]1[CH:20]=[C:19]([NH:21][S:22]([CH3:25])(=[O:24])=[O:23])[C:18]2[N:11]3[CH2:12][CH2:13][N:14]([CH3:17])[C:15](=[O:16])[C:10]3=[C:9]([O:33][CH3:34])[C:8]=2[C:7]1=[O:35].